This data is from Reaction yield outcomes from USPTO patents with 853,638 reactions. The task is: Predict the reaction yield, written as a fraction of the theoretical maximum amount of product (1.0 means a 100% yield; for example, 0.34 means a 34% yield). (1) The reactants are Cl[C:2]1[CH:3]=[CH:4][C:5]([N+:10]([O-:12])=[O:11])=[C:6]([O:8][CH3:9])[CH:7]=1.[CH3:13][PH:14](=[O:16])[CH3:15].P([O-])([O-])([O-])=O.[K+].[K+].[K+]. The catalyst is CN(C=O)C.C([O-])(=O)C.[Pd+2].C([O-])(=O)C. The product is [CH3:9][O:8][C:6]1[CH:7]=[C:2]([P:14](=[O:16])([CH3:15])[CH3:13])[CH:3]=[CH:4][C:5]=1[N+:10]([O-:12])=[O:11]. The yield is 0.300. (2) The reactants are [F:1][C:2]1[CH:7]=[CH:6][C:5]([C:8]2[C:17]([OH:18])=[CH:16][C:15]3[C:10](=[CH:11][CH:12]=[CH:13][CH:14]=3)[N:9]=2)=[CH:4][CH:3]=1.Cl[C:20]1[C:29]2[C:24](=[CH:25][C:26]([O:32][CH3:33])=[C:27]([O:30][CH3:31])[CH:28]=2)[N:23]=[CH:22][CH:21]=1.O. The catalyst is CN(C)C1C=CN=CC=1.ClC1C=CC=CC=1Cl. The product is [F:1][C:2]1[CH:7]=[CH:6][C:5]([C:8]2[C:17]([O:18][C:20]3[C:29]4[C:24](=[CH:25][C:26]([O:32][CH3:33])=[C:27]([O:30][CH3:31])[CH:28]=4)[N:23]=[CH:22][CH:21]=3)=[CH:16][C:15]3[C:10](=[CH:11][CH:12]=[CH:13][CH:14]=3)[N:9]=2)=[CH:4][CH:3]=1. The yield is 0.640. (3) The reactants are [N+:1]([C:4]1[CH:12]=[CH:11][C:7]2[N:8]=C[S:10][C:6]=2[CH:5]=1)([O-:3])=[O:2].O.NN. The catalyst is C(O)C. The product is [NH2:8][C:7]1[CH:11]=[CH:12][C:4]([N+:1]([O-:3])=[O:2])=[CH:5][C:6]=1[SH:10]. The yield is 0.840. (4) The reactants are [CH3:1][O:2][C:3]1[CH:4]=[C:5]([CH:11]([OH:16])[C:12]([O:14]C)=[O:13])[CH:6]=[CH:7][C:8]=1[O:9][CH3:10].[Li+].[OH-]. The catalyst is C1COCC1. The product is [CH3:1][O:2][C:3]1[CH:4]=[C:5]([CH:11]([OH:16])[C:12]([OH:14])=[O:13])[CH:6]=[CH:7][C:8]=1[O:9][CH3:10]. The yield is 1.00.